Predict the product of the given reaction. From a dataset of Forward reaction prediction with 1.9M reactions from USPTO patents (1976-2016). (1) The product is: [C:33]1([C:40]2[CH:41]=[CH:42][CH:43]=[CH:44][CH:45]=2)[CH:38]=[CH:37][CH:36]=[CH:35][C:34]=1[NH:39][C:2]1[CH:7]=[C:6]([C:8]#[C:9][C:10]2[N:14]3[N:15]=[C:16]([C:19]4[CH:24]=[CH:23][C:22]([C:25]([N:27]5[CH2:28][CH2:29][O:30][CH2:31][CH2:32]5)=[O:26])=[CH:21][CH:20]=4)[CH:17]=[CH:18][C:13]3=[N:12][CH:11]=2)[CH:5]=[CH:4][N:3]=1. Given the reactants Cl[C:2]1[CH:7]=[C:6]([C:8]#[C:9][C:10]2[N:14]3[N:15]=[C:16]([C:19]4[CH:24]=[CH:23][C:22]([C:25]([N:27]5[CH2:32][CH2:31][O:30][CH2:29][CH2:28]5)=[O:26])=[CH:21][CH:20]=4)[CH:17]=[CH:18][C:13]3=[N:12][CH:11]=2)[CH:5]=[CH:4][N:3]=1.[C:33]1([C:40]2[CH:45]=[CH:44][CH:43]=[CH:42][CH:41]=2)[C:34]([NH2:39])=[CH:35][CH:36]=[CH:37][CH:38]=1, predict the reaction product. (2) Given the reactants Cl[C:2]1[CH:3]=[C:4]([CH:9]=[C:10]([CH3:12])[N:11]=1)[C:5]([O:7][CH3:8])=[O:6].[CH:13]1([C:16]([NH2:18])=[O:17])[CH2:15][CH2:14]1, predict the reaction product. The product is: [CH:13]1([C:16]([NH:18][C:2]2[CH:3]=[C:4]([CH:9]=[C:10]([CH3:12])[N:11]=2)[C:5]([O:7][CH3:8])=[O:6])=[O:17])[CH2:15][CH2:14]1.